Dataset: Full USPTO retrosynthesis dataset with 1.9M reactions from patents (1976-2016). Task: Predict the reactants needed to synthesize the given product. (1) Given the product [Cl:34][C:32]1[CH:33]=[C:25]2[C:26](=[CH:30][CH:31]=1)[C:27](=[O:28])[N:5]([CH2:6][C:7]1[CH:8]=[CH:9][C:10]([C:11]#[N:12])=[CH:13][CH:14]=1)[C:4]([C:3](=[O:2])[CH2:15][CH3:16])=[C:17]2[C:18]1[CH:23]=[CH:22][CH:21]=[CH:20][CH:19]=1, predict the reactants needed to synthesize it. The reactants are: Cl.[OH:2][CH:3]([CH2:15][CH3:16])[CH2:4][NH:5][CH2:6][C:7]1[CH:14]=[CH:13][C:10]([C:11]#[N:12])=[CH:9][CH:8]=1.[C:17]([C:25]1[CH:33]=[C:32]([Cl:34])[CH:31]=[CH:30][C:26]=1[C:27](O)=[O:28])(=O)[C:18]1[CH:23]=[CH:22][CH:21]=[CH:20][CH:19]=1. (2) The reactants are: [NH2:1][CH2:2][CH2:3][N:4]([C:18]1[CH:23]=[CH:22][C:21]([CH3:24])=[CH:20][C:19]=1[CH2:25][C:26]1[C:31]([F:32])=[CH:30][CH:29]=[CH:28][C:27]=1[F:33])[S:5]([C:8]1[CH:13]=[CH:12][C:11]([O:14][CH3:15])=[C:10]([O:16][CH3:17])[CH:9]=1)(=[O:7])=[O:6].[CH2:34]([N:41]=[C:42]=[O:43])[C:35]1[CH:40]=[CH:39][CH:38]=[CH:37][CH:36]=1. Given the product [CH2:34]([NH:41][C:42]([NH:1][CH2:2][CH2:3][N:4]([C:18]1[CH:23]=[CH:22][C:21]([CH3:24])=[CH:20][C:19]=1[CH2:25][C:26]1[C:31]([F:32])=[CH:30][CH:29]=[CH:28][C:27]=1[F:33])[S:5]([C:8]1[CH:13]=[CH:12][C:11]([O:14][CH3:15])=[C:10]([O:16][CH3:17])[CH:9]=1)(=[O:6])=[O:7])=[O:43])[C:35]1[CH:40]=[CH:39][CH:38]=[CH:37][CH:36]=1, predict the reactants needed to synthesize it. (3) Given the product [I:1][C:2]1[CH:6]=[CH:5][N:4]([C:10]2[CH:11]=[N:12][CH:13]=[C:14]([CH:17]=2)[C:15]#[N:16])[N:3]=1, predict the reactants needed to synthesize it. The reactants are: [I:1][C:2]1[CH:6]=[CH:5][NH:4][N:3]=1.[H-].[Na+].F[C:10]1[CH:11]=[N:12][CH:13]=[C:14]([CH:17]=1)[C:15]#[N:16]. (4) The reactants are: [CH:1](=O)[C:2]1[C:3](=[CH:5][CH:6]=[CH:7][CH:8]=1)[OH:4].[N:10]1[CH:15]=[CH:14][CH:13]=[C:12]([C:16](=[O:18])[CH3:17])[CH:11]=1.Cl. Given the product [OH:4][C:3]1[CH:5]=[CH:6][CH:7]=[CH:8][C:2]=1/[CH:1]=[CH:17]/[C:16]([C:12]1[CH:11]=[N:10][CH:15]=[CH:14][CH:13]=1)=[O:18], predict the reactants needed to synthesize it. (5) Given the product [CH3:36][S:37]([OH:40])(=[O:39])=[O:38].[Cl:1][C:2]1[CH:7]=[CH:6][CH:5]=[C:4]([Cl:8])[C:3]=1[C:9]1[NH:10][C:11]([C:29]2[CH:30]=[CH:31][C:32]([F:35])=[CH:33][CH:34]=2)=[C:12]([C:14]2[N:19]=[C:18]3[N:20]([CH2:24][C:25]([CH3:28])([CH3:27])[CH3:26])[C:21]([NH2:23])=[N:22][C:17]3=[CH:16][CH:15]=2)[N:13]=1, predict the reactants needed to synthesize it. The reactants are: [Cl:1][C:2]1[CH:7]=[CH:6][CH:5]=[C:4]([Cl:8])[C:3]=1[C:9]1[NH:10][C:11]([C:29]2[CH:34]=[CH:33][C:32]([F:35])=[CH:31][CH:30]=2)=[C:12]([C:14]2[N:19]=[C:18]3[N:20]([CH2:24][C:25]([CH3:28])([CH3:27])[CH3:26])[C:21]([NH2:23])=[N:22][C:17]3=[CH:16][CH:15]=2)[N:13]=1.[CH3:36][S:37]([OH:40])(=[O:39])=[O:38]. (6) Given the product [F:1][C:2]1[CH:7]=[C:6]([F:8])[CH:5]=[CH:4][C:3]=1[NH:9][S:24]([C:21]1[CH:20]=[CH:19][C:18]([C:17]([F:16])([F:28])[F:29])=[CH:23][CH:22]=1)(=[O:26])=[O:25], predict the reactants needed to synthesize it. The reactants are: [F:1][C:2]1[CH:7]=[C:6]([F:8])[CH:5]=[CH:4][C:3]=1[NH2:9].N1C=CC=CC=1.[F:16][C:17]([F:29])([F:28])[C:18]1[CH:23]=[CH:22][C:21]([S:24](Cl)(=[O:26])=[O:25])=[CH:20][CH:19]=1.Cl. (7) Given the product [Cl:1][C:2]1[CH:3]=[C:4]([NH:19][C:20]2[C:21]3[N:28]([CH2:29][CH2:30][O:31][CH2:41][CH2:42][S:38]([CH2:37][CH2:36][OH:35])=[O:52])[CH:27]=[CH:26][C:22]=3[N:23]=[CH:24][N:25]=2)[CH:5]=[CH:6][C:7]=1[O:8][C:9]1[CH:14]=[CH:13][CH:12]=[C:11]([C:15]([F:16])([F:17])[F:18])[CH:10]=1, predict the reactants needed to synthesize it. The reactants are: [Cl:1][C:2]1[CH:3]=[C:4]([NH:19][C:20]2[C:21]3[N:28]([CH2:29][CH2:30][O:31]CCO)[CH:27]=[CH:26][C:22]=3[N:23]=[CH:24][N:25]=2)[CH:5]=[CH:6][C:7]=1[O:8][C:9]1[CH:14]=[CH:13][CH:12]=[C:11]([C:15]([F:18])([F:17])[F:16])[CH:10]=1.[OH:35][CH2:36][CH2:37][S-:38].[Na+].Cl[C:41]1C=CC=C(C(OO)=O)[CH:42]=1.C(=O)([O-])[OH:52].[Na+]. (8) Given the product [Cl:6][C:7]1[S:11][C:10]([C:12]2[N:13]=[C:14]([N:21]3[C:29]4[C:24](=[CH:25][C:26]([CH2:30][C:31]([OH:33])=[O:32])=[CH:27][CH:28]=4)[CH2:23][CH2:22]3)[C:15]3[CH2:20][S:19](=[O:3])[CH2:18][C:16]=3[N:17]=2)=[CH:9][CH:8]=1, predict the reactants needed to synthesize it. The reactants are: C(OO)(=[O:3])C.[Cl:6][C:7]1[S:11][C:10]([C:12]2[N:13]=[C:14]([N:21]3[C:29]4[C:24](=[CH:25][C:26]([CH2:30][C:31]([OH:33])=[O:32])=[CH:27][CH:28]=4)[CH2:23][CH2:22]3)[C:15]3[CH2:20][S:19][CH2:18][C:16]=3[N:17]=2)=[CH:9][CH:8]=1.O. (9) Given the product [Br:1][C:2]1[CH:10]=[CH:9][C:5]([C:6]([N:24]2[CH2:25][CH2:26][N:21]([C:15]3[C:14]([CH3:13])=[CH:19][C:18]([CH3:20])=[CH:17][N:16]=3)[CH2:22][CH2:23]2)=[O:8])=[CH:4][C:3]=1[Cl:11], predict the reactants needed to synthesize it. The reactants are: [Br:1][C:2]1[CH:10]=[CH:9][C:5]([C:6]([OH:8])=O)=[CH:4][C:3]=1[Cl:11].Cl.[CH3:13][C:14]1[C:15]([N:21]2[CH2:26][CH2:25][NH:24][CH2:23][CH2:22]2)=[N:16][CH:17]=[C:18]([CH3:20])[CH:19]=1. (10) Given the product [CH3:1][O:2][CH2:3][CH2:4][CH2:5][N:6]([CH2:9][C:8]#[N:11])[CH3:7], predict the reactants needed to synthesize it. The reactants are: [CH3:1][O:2][CH2:3][CH2:4][CH2:5][NH:6][CH3:7].[C:8](#[N:11])[CH2:9]O.CCN(CC)CC.